This data is from Experimentally validated miRNA-target interactions with 360,000+ pairs, plus equal number of negative samples. The task is: Binary Classification. Given a miRNA mature sequence and a target amino acid sequence, predict their likelihood of interaction. (1) The miRNA is hsa-miR-4278 with sequence CUAGGGGGUUUGCCCUUG. The protein sequence of the target gene is MAAMRKALPRRLVGLASLRAVSTSSMGTLPKRVKIVEVGPRDGLQNEKNIVSTPVKIKLIDMLSEAGLSVIETTSFVSPKWVPQMGDHTEVLKGIQKFPGINYPVLTPNLKGFEAAVAAGAKEVVIFGAASELFTKKNINCSIEESFQRFDAILKAAQSANISVRGYVSCALGCPYEGKISPAKVAEVTKKFYSMGCYEISLGDTIGVGTPGIMKDMLSAVMQEVPLAALAVHCHDTYGQALANTLMALQMGVSVVDSSVAGLGGCPYAQGASGNLATEDLVYMLEGLGIHTGVNLQKLL.... Result: 0 (no interaction). (2) The miRNA is hsa-miR-4288 with sequence UUGUCUGCUGAGUUUCC. The protein sequence of the target gene is MSRSSKVVLGLSVLLTAATVAGVHVKQQWDQQRLRDGVIRDIERQIRKKENIRLLGEQIILTEQLEAEREKMLLAKGSQKS. Result: 1 (interaction).